This data is from Catalyst prediction with 721,799 reactions and 888 catalyst types from USPTO. The task is: Predict which catalyst facilitates the given reaction. (1) Reactant: [N:1]1[C:10]2[C:5](=[CH:6][CH:7]=[CH:8][CH:9]=2)[CH:4]=[C:3]([C:11]2[CH2:16][CH2:15][CH:14]([CH2:17][C:18]([O:20][CH2:21][CH3:22])=[O:19])[CH2:13][CH:12]=2)[CH:2]=1.C([O-])=O.[NH4+]. Product: [N:1]1[C:10]2[C:5](=[CH:6][CH:7]=[CH:8][CH:9]=2)[CH:4]=[C:3]([CH:11]2[CH2:12][CH2:13][CH:14]([CH2:17][C:18]([O:20][CH2:21][CH3:22])=[O:19])[CH2:15][CH2:16]2)[CH:2]=1. The catalyst class is: 19. (2) Reactant: [Br:1][C:2]1[CH:7]=[CH:6][C:5]([CH2:8][CH2:9][CH2:10][OH:11])=[CH:4][CH:3]=1.C(N(CC)CC)C.[CH3:19][S:20](Cl)(=[O:22])=[O:21]. Product: [CH3:19][S:20]([O:11][CH2:10][CH2:9][CH2:8][C:5]1[CH:4]=[CH:3][C:2]([Br:1])=[CH:7][CH:6]=1)(=[O:22])=[O:21]. The catalyst class is: 4. (3) Reactant: [C:1]([C:4]1[C:5]([O:15][CH2:16][C:17]23[CH2:26][CH:21]4[CH2:22][CH:23]([CH2:25][CH:19]([CH2:20]4)[CH2:18]2)[CH2:24]3)=[CH:6][C:7]([F:14])=[C:8]([CH:13]=1)[C:9]([O:11]C)=[O:10])(=[O:3])[CH3:2].O.[OH-].[Li+].Cl. The catalyst class is: 30. Product: [C:1]([C:4]1[C:5]([O:15][CH2:16][C:17]23[CH2:26][CH:21]4[CH2:20][CH:19]([CH2:25][CH:23]([CH2:22]4)[CH2:24]2)[CH2:18]3)=[CH:6][C:7]([F:14])=[C:8]([CH:13]=1)[C:9]([OH:11])=[O:10])(=[O:3])[CH3:2]. (4) Reactant: [N:1]1[CH:6]=[C:5]([O:7][C:8]2[CH:9]=[C:10]([C:14]3[C:15]4[O:22][C:21]([CH:23]=O)=[CH:20][C:16]=4[CH:17]=[N:18][CH:19]=3)[CH:11]=[CH:12][CH:13]=2)[CH:4]=[N:3][CH:2]=1.[CH2:25]1[S:31][C:29](=[O:30])[NH:28][C:26]1=[O:27].NCCC(O)=O. Product: [N:1]1[CH:6]=[C:5]([O:7][C:8]2[CH:9]=[C:10]([C:14]3[C:15]4[O:22][C:21](/[CH:23]=[C:25]5/[C:26](=[O:27])[NH:28][C:29](=[O:30])[S:31]/5)=[CH:20][C:16]=4[CH:17]=[N:18][CH:19]=3)[CH:11]=[CH:12][CH:13]=2)[CH:4]=[N:3][CH:2]=1. The catalyst class is: 15. (5) Reactant: [S:1]1[CH:5]=[CH:4][CH:3]=[C:2]1[C:6](=[NH:31])[NH:7][C:8]1[CH:30]=[CH:29][C:11]2[N:12]([CH:17]3[CH2:21][CH2:20][N:19](C(OC(C)(C)C)=O)[CH2:18]3)[CH2:13][CH2:14][CH2:15][CH2:16][C:10]=2[CH:9]=1.Cl. Product: [NH:19]1[CH2:20][CH2:21][CH:17]([N:12]2[CH2:13][CH2:14][CH2:15][CH2:16][C:10]3[CH:9]=[C:8]([NH:7][C:6]([C:2]4[S:1][CH:5]=[CH:4][CH:3]=4)=[NH:31])[CH:30]=[CH:29][C:11]2=3)[CH2:18]1. The catalyst class is: 5. (6) Reactant: C(OC(=O)[NH:7][C:8]1[CH:13]=[C:12]([CH3:14])[C:11]([C:15]([F:18])([F:17])[F:16])=[CH:10][C:9]=1[NH:19][C:20](=[O:35])[CH2:21][C:22](=O)[C:23]1[CH:28]=[CH:27][CH:26]=[C:25]([N:29]2[CH:33]=[CH:32][N:31]=[N:30]2)[CH:24]=1)(C)(C)C.C(O)(C(F)(F)F)=O. Product: [CH3:14][C:12]1[C:11]([C:15]([F:16])([F:18])[F:17])=[CH:10][C:9]2[NH:19][C:20](=[O:35])[CH2:21][C:22]([C:23]3[CH:28]=[CH:27][CH:26]=[C:25]([N:29]4[CH:33]=[CH:32][N:31]=[N:30]4)[CH:24]=3)=[N:7][C:8]=2[CH:13]=1. The catalyst class is: 2. (7) Reactant: CS(O[CH2:6][C@H:7]1[CH2:12][N:11]([S:13]([C:16]2[S:17][CH:18]=[CH:19][CH:20]=2)(=[O:15])=[O:14])[CH2:10][CH2:9][N:8]1[C:21]1[CH:26]=[CH:25][C:24]([C:27]([OH:33])([CH3:32])[C:28]([F:31])([F:30])[F:29])=[CH:23][CH:22]=1)(=O)=O.[N:34]1[CH:39]=[CH:38][N:37]=[C:36]2[NH:40][CH:41]=[CH:42][C:35]=12.C(=O)([O-])[O-].[Cs+].[Cs+]. Product: [N:34]1[CH:39]=[CH:38][N:37]=[C:36]2[N:40]([CH2:6][C@H:7]3[CH2:12][N:11]([S:13]([C:16]4[S:17][CH:18]=[CH:19][CH:20]=4)(=[O:15])=[O:14])[CH2:10][CH2:9][N:8]3[C:21]3[CH:22]=[CH:23][C:24]([C:27]([OH:33])([CH3:32])[C:28]([F:30])([F:31])[F:29])=[CH:25][CH:26]=3)[CH:41]=[CH:42][C:35]=12. The catalyst class is: 47. (8) Reactant: Br[CH2:2][CH2:3][CH2:4][CH2:5][CH2:6][CH2:7]Br.[S:9]([O-:12])([O-:11])=[O:10].[Na+].[Na+]. Product: [CH2:2]([S:9]([OH:12])(=[O:11])=[O:10])[CH2:3][CH2:4][CH2:5][CH2:6][CH2:7][S:9]([OH:12])(=[O:11])=[O:10]. The catalyst class is: 6.